Predict which catalyst facilitates the given reaction. From a dataset of Catalyst prediction with 721,799 reactions and 888 catalyst types from USPTO. (1) Reactant: [CH3:1][N:2]([CH3:55])[CH:3]([C:49]1[CH:50]=[N:51][CH:52]=[CH:53][CH:54]=1)[CH2:4][NH:5][CH2:6][C@:7]12[CH2:45][CH2:44][C@@H:43]([C:46]([CH3:48])=[CH2:47])[C@@H:8]1[C@@H:9]1[C@@:22]([CH3:25])([CH2:23][CH2:24]2)[C@@:21]2([CH3:26])[C@@H:12]([C@:13]3([CH3:42])[C@@H:18]([CH2:19][CH2:20]2)[C:17]([CH3:28])([CH3:27])[C:16]([C:29]2[CH:41]=[CH:40][C:32]([C:33]([O:35]C(C)(C)C)=[O:34])=[CH:31][CH:30]=2)=[CH:15][CH2:14]3)[CH2:11][CH2:10]1.C(O)(C(F)(F)F)=O. Product: [CH3:55][N:2]([CH3:1])[CH:3]([C:49]1[CH:50]=[N:51][CH:52]=[CH:53][CH:54]=1)[CH2:4][NH:5][CH2:6][C@:7]12[CH2:45][CH2:44][C@@H:43]([C:46]([CH3:48])=[CH2:47])[C@@H:8]1[C@@H:9]1[C@@:22]([CH3:25])([CH2:23][CH2:24]2)[C@@:21]2([CH3:26])[C@@H:12]([C@:13]3([CH3:42])[C@@H:18]([CH2:19][CH2:20]2)[C:17]([CH3:27])([CH3:28])[C:16]([C:29]2[CH:30]=[CH:31][C:32]([C:33]([OH:35])=[O:34])=[CH:40][CH:41]=2)=[CH:15][CH2:14]3)[CH2:11][CH2:10]1. The catalyst class is: 2. (2) Reactant: [NH2:1][CH2:2][C:3]1[CH:8]=[CH:7][C:6]([S:9]([NH:12][C:13]([CH3:16])([CH3:15])[CH3:14])(=[O:11])=[O:10])=[CH:5][C:4]=1C.BrC1C=CC(S([Cl:28])(=O)=O)=C(Cl)C=1.CN1C(=O)CCC1.[H-].[Al+3].[Li+].[H-].[H-].[H-]. Product: [NH2:1][CH2:2][C:3]1[CH:8]=[CH:7][C:6]([S:9]([NH:12][C:13]([CH3:16])([CH3:15])[CH3:14])(=[O:11])=[O:10])=[C:5]([Cl:28])[CH:4]=1. The catalyst class is: 450. (3) Product: [Cl:1][C:2]1[CH:3]=[C:4]2[C:9](=[CH:10][C:11]=1[O:12][C:13]1[CH:14]=[CH:15][C:16]([C:17](=[O:19])[NH:59][CH2:51][CH2:52][C:53]3[CH:58]=[CH:57][CH:56]=[CH:55][CH:54]=3)=[CH:20][CH:21]=1)[O:8][CH2:7][CH2:6][CH:5]2[C:22]([O:24][CH2:25][CH3:26])=[O:23]. The catalyst class is: 35. Reactant: [Cl:1][C:2]1[CH:3]=[C:4]2[C:9](=[CH:10][C:11]=1[O:12][C:13]1[CH:21]=[CH:20][C:16]([C:17]([OH:19])=O)=[CH:15][CH:14]=1)[O:8][CH2:7][CH2:6][CH:5]2[C:22]([O:24][CH2:25][CH3:26])=[O:23].F[P-](F)(F)(F)(F)F.N1(OC(N(C)C)=[N+](C)C)C2N=CC=CC=2N=N1.[CH2:51]([NH2:59])[CH2:52][C:53]1[CH:58]=[CH:57][CH:56]=[CH:55][CH:54]=1.C(N(CC)C(C)C)(C)C. (4) Reactant: [H-].[Na+].[OH:3][CH2:4][CH2:5][N:6]1[CH2:11][CH2:10][N:9]([CH2:12][CH2:13][OH:14])[CH2:8][CH2:7]1.Cl.Cl[C:17]1[N:26]=[C:25]([N:27]([C:29]2[CH:34]=[CH:33][C:32]([O:35][CH3:36])=[CH:31][CH:30]=2)[CH3:28])[C:24]2[C:19](=[CH:20][CH:21]=[CH:22][CH:23]=2)[N:18]=1. Product: [CH3:36][O:35][C:32]1[CH:31]=[CH:30][C:29]([N:27]([CH3:28])[C:25]2[C:24]3[C:19](=[CH:20][CH:21]=[CH:22][CH:23]=3)[N:18]=[C:17]([O:14][CH2:13][CH2:12][N:9]3[CH2:10][CH2:11][N:6]([CH2:5][CH2:4][OH:3])[CH2:7][CH2:8]3)[N:26]=2)=[CH:34][CH:33]=1. The catalyst class is: 39. (5) Reactant: [CH:1]([C:3]1[CH:8]=[CH:7][CH:6]=[CH:5][C:4]=1[CH:9]=[CH2:10])=[CH2:2].C(OC1C=CC(C=C)=CC=1)(=[O:13])C. Product: [CH:1]([C:3]1[CH:8]=[CH:7][CH:6]=[CH:5][C:4]=1[CH:9]=[CH2:10])=[CH2:2].[CH:1]([C:3]1[CH:8]=[CH:7][CH:6]=[CH:5][C:4]=1[OH:13])=[CH2:2]. The catalyst class is: 11.